This data is from Catalyst prediction with 721,799 reactions and 888 catalyst types from USPTO. The task is: Predict which catalyst facilitates the given reaction. (1) Reactant: [F:1][C:2]1[CH:3]=[C:4]2[C:8](=[CH:9][CH:10]=1)[NH:7][C:6]([C:11]1[CH:12]=[C:13]([C:17]3[N:18]([CH2:30][C:31]4[C:36]([F:37])=[CH:35][C:34]([F:38])=[CH:33][C:32]=4[F:39])[N:19]=[C:20]4[C:25]=3[CH:24]=[CH:23][CH:22]=[C:21]4[C:26]([F:29])([F:28])[F:27])[CH:14]=[CH:15][CH:16]=1)=[CH:5]2.[H-].[Na+].I[CH3:43]. Product: [F:1][C:2]1[CH:3]=[C:4]2[C:8](=[CH:9][CH:10]=1)[N:7]([CH3:43])[C:6]([C:11]1[CH:12]=[C:13]([C:17]3[N:18]([CH2:30][C:31]4[C:36]([F:37])=[CH:35][C:34]([F:38])=[CH:33][C:32]=4[F:39])[N:19]=[C:20]4[C:25]=3[CH:24]=[CH:23][CH:22]=[C:21]4[C:26]([F:27])([F:28])[F:29])[CH:14]=[CH:15][CH:16]=1)=[CH:5]2. The catalyst class is: 1. (2) Reactant: CN(C1C=CC=CN=1)C.[N+:10]([C:13]1[CH:14]=[C:15]2[C:19](=[CH:20][CH:21]=1)[NH:18][N:17]=[C:16]2[NH2:22])([O-:12])=[O:11].[C:23]([O:27][C:28](OC([O-])=O)=[O:29])([CH3:26])([CH3:25])[CH3:24].C(N(CC)CC)C. Product: [C:23]([O:27][C:28]([N:18]1[C:19]2[C:15](=[CH:14][C:13]([N+:10]([O-:12])=[O:11])=[CH:21][CH:20]=2)[C:16]([NH2:22])=[N:17]1)=[O:29])([CH3:26])([CH3:25])[CH3:24]. The catalyst class is: 1. (3) Reactant: Br[C:2]1[C:11]2[C:6](=[C:7]([Cl:12])[CH:8]=[CH:9][CH:10]=2)[CH:5]=[CH:4][CH:3]=1.C([Li])CCC.CN([CH:21]=[O:22])C. Product: [Cl:12][C:7]1[CH:8]=[CH:9][CH:10]=[C:11]2[C:6]=1[CH:5]=[CH:4][CH:3]=[C:2]2[CH:21]=[O:22]. The catalyst class is: 1. (4) Reactant: [C@@H:1]1([N:9]2[C:13]3[N:14]=[N:15][N:16]=[C:17]([N:18]=CN(C)C)[C:12]=3[N:11]=[CH:10]2)[O:6][C@H:5]([CH2:7][OH:8])[C@@H:3]([OH:4])[CH2:2]1.CO[CH:25](OC)[N:26]([CH2:31][CH2:32][CH2:33][CH3:34])[CH2:27][CH2:28][CH2:29][CH3:30].C(Cl)Cl.CO.CO. Product: [C@@H:1]1([N:9]2[C:13]3[N:14]=[N:15][N:16]=[C:17]([N:18]=[CH:25][N:26]([CH2:27][CH2:28][CH2:29][CH3:30])[CH2:31][CH2:32][CH2:33][CH3:34])[C:12]=3[N:11]=[CH:10]2)[O:6][C@H:5]([CH2:7][OH:8])[C@@H:3]([OH:4])[CH2:2]1. The catalyst class is: 6. (5) Reactant: [CH2:1]([O:8][C:9]1[CH:10]=[C:11]([CH:15]=[C:16]([O:18][CH3:19])[CH:17]=1)[C:12](Cl)=[O:13])[C:2]1[CH:7]=[CH:6][CH:5]=[CH:4][CH:3]=1.C(N(CC)CC)C.[CH3:27][C:28]([C:30]1[C:35]([NH2:36])=[CH:34][C:33]2[O:37][CH2:38][O:39][C:32]=2[CH:31]=1)=[O:29]. Product: [C:28]([C:30]1[C:35]([NH:36][C:12](=[O:13])[C:11]2[CH:15]=[C:16]([O:18][CH3:19])[CH:17]=[C:9]([O:8][CH2:1][C:2]3[CH:7]=[CH:6][CH:5]=[CH:4][CH:3]=3)[CH:10]=2)=[CH:34][C:33]2[O:37][CH2:38][O:39][C:32]=2[CH:31]=1)(=[O:29])[CH3:27]. The catalyst class is: 7. (6) Reactant: [CH3:1][C:2]1[CH:7]=[C:6]([CH3:8])[N:5]2[N:9]=[C:10]([CH2:12][OH:13])[N:11]=[C:4]2[N:3]=1. Product: [CH3:1][C:2]1[CH:7]=[C:6]([CH3:8])[N:5]2[N:9]=[C:10]([CH:12]=[O:13])[N:11]=[C:4]2[N:3]=1. The catalyst class is: 279. (7) Reactant: [Cl:1][C:2]1[CH:9]=[C:8]([Cl:10])[CH:7]=[C:6]([CH3:11])[C:3]=1[C:4]#[N:5].Cl. Product: [ClH:1].[Cl:1][C:2]1[CH:9]=[C:8]([Cl:10])[CH:7]=[C:6]([CH3:11])[C:3]=1[CH2:4][NH2:5]. The catalyst class is: 12. (8) Reactant: [CH3:1][O:2][C:3]1[CH:8]=[CH:7][C:6]([CH2:9][NH2:10])=[CH:5][CH:4]=1.[CH3:11][CH2:12][N:13](CC)CC.BrCC#N. Product: [CH3:1][O:2][C:3]1[CH:8]=[CH:7][C:6]([CH2:9][NH:10][CH2:11][C:12]#[N:13])=[CH:5][CH:4]=1. The catalyst class is: 2. (9) Reactant: OC(C)(C)[C:3]#[C:4][C:5]1[C:26]([O:27][CH3:28])=[CH:25][C:8]2[C:9]([CH3:24])([CH3:23])[C:10]3[NH:11][C:12]4[C:17]([C:18]=3[C:19](=[O:20])[C:7]=2[CH:6]=1)=[CH:16][CH:15]=[C:14]([C:21]#[N:22])[CH:13]=4.[H-].[Na+].O. Product: [C:4]([C:5]1[C:26]([O:27][CH3:28])=[CH:25][C:8]2[C:9]([CH3:24])([CH3:23])[C:10]3[NH:11][C:12]4[C:17]([C:18]=3[C:19](=[O:20])[C:7]=2[CH:6]=1)=[CH:16][CH:15]=[C:14]([C:21]#[N:22])[CH:13]=4)#[CH:3]. The catalyst class is: 1.